Task: Predict the reactants needed to synthesize the given product.. Dataset: Full USPTO retrosynthesis dataset with 1.9M reactions from patents (1976-2016) (1) The reactants are: [CH3:1][S:2][C:3]1[N:8]=[C:7]([S:9][CH3:10])[C:6]2=[N:11][CH:12]=[CH:13][N:5]2[N:4]=1.[Br:14]N1C(=O)CCC1=O. Given the product [Br:14][C:13]1[N:5]2[C:6]([C:7]([S:9][CH3:10])=[N:8][C:3]([S:2][CH3:1])=[N:4]2)=[N:11][CH:12]=1, predict the reactants needed to synthesize it. (2) Given the product [CH3:22][O:21][C:17](=[O:20])/[CH:18]=[CH:19]/[C:12]1[CH:13]=[CH:14][C:9]([O:8][CH2:1][C:2]2[CH:7]=[CH:6][CH:5]=[CH:4][CH:3]=2)=[C:10]([F:16])[CH:11]=1, predict the reactants needed to synthesize it. The reactants are: [CH2:1]([O:8][C:9]1[CH:14]=[CH:13][C:12](Br)=[CH:11][C:10]=1[F:16])[C:2]1[CH:7]=[CH:6][CH:5]=[CH:4][CH:3]=1.[C:17]([O:21][CH3:22])(=[O:20])[CH:18]=[CH2:19].F[B-](F)(F)F.C(P(C(C)(C)C)C(C)(C)C)(C)(C)C. (3) The reactants are: [CH2:1]([O:8][C:9]([NH:11][C@H:12]([C:16]([O:18][C@@H:19]([CH:25]([CH3:27])[CH3:26])[C:20]([O:22][CH2:23]Cl)=[O:21])=[O:17])[CH:13]([CH3:15])[CH3:14])=[O:10])[C:2]1[CH:7]=[CH:6][CH:5]=[CH:4][CH:3]=1.[I-:28]. Given the product [CH2:1]([O:8][C:9]([NH:11][C@H:12]([C:16]([O:18][C@@H:19]([CH:25]([CH3:27])[CH3:26])[C:20]([O:22][CH2:23][I:28])=[O:21])=[O:17])[CH:13]([CH3:15])[CH3:14])=[O:10])[C:2]1[CH:7]=[CH:6][CH:5]=[CH:4][CH:3]=1, predict the reactants needed to synthesize it.